From a dataset of Experimentally validated miRNA-target interactions with 360,000+ pairs, plus equal number of negative samples. Binary Classification. Given a miRNA mature sequence and a target amino acid sequence, predict their likelihood of interaction. (1) The miRNA is mmu-miR-340-5p with sequence UUAUAAAGCAAUGAGACUGAUU. The protein sequence of the target gene is MDRSSKRRQVKPLAASLLEALDYDSSDDSDFKVGDASDSEGSGNGSEDPSKDSGEGSCSDSEENILEEELNEDIQVKEEQLKNSTEEIMPSDKQLIKMEKKEEEENGERPRKKKEKEKEKEKEREKDKEKATVSDSAAASAAGTTPATSPPAVTSPSVPTTTTTTTEEQVSEPKKWNLRRNRPLLDFVSMEELNAMDDYDSEDDNDWRPTVVKRKGRSASQKEGSDGDNEDDDDEGSGSEEDENDEGNDEDHSSPASEAGGKKKRSKVLSRNSADDEELTNDSLTLSQSKSNEDSLILEK.... Result: 1 (interaction). (2) The miRNA is hsa-miR-122-3p with sequence AACGCCAUUAUCACACUAAAUA. The protein sequence of the target gene is MAAPAQQTTQPGGGKRKGKAQYVLAKRARRCDAGGPRQLEPGLQGILITCNMNERKCVEEAYSLLNEYGDDMYGPEKFTDKDQQPSGSEGEDDDAEAALKKEVGDIKASTEMRLRRFQSVESGANNVVFIRTLGIEPEKLVHHILQDMYKTKKKKTRVILRMLPISGTCKAFLEDMKKYAETFLEPWFKAPNKGTFQIVYKSRNNSHVNREEVIRELAGIVCTLNSENKVDLTNPQYTVVVEIIKAVCCLSVVKDYMLFRKYNLQEVVKSPKDPSQLNSKQGNGKEAKLESADKSDQNNT.... Result: 0 (no interaction). (3) The miRNA is hsa-let-7g-3p with sequence CUGUACAGGCCACUGCCUUGC. The protein sequence of the target gene is MEANWTAFLFQAHEASHHQQQAAQNSLLPLLSSAVEPPDQKPLLPIPITQKPQGAPETLKDAIGIKKEKPKTSFVCTYCSKAFRDSYHLRRHESCHTGIKLVSRPKKTPTTVVPLISTIAGDSSRTSLVSTIAGILSTVTTSSSGTNPSSSASTTAMPVTQSVKKPSKPVKKNHACEMCGKAFRDVYHLNRHKLSHSDEKPFECPICNQRFKRKDRMTYHVRSHEGGITKPYTCSVCGKGFSRPDHLSCHVKHVHSTERPFKCQTCTAAFATKDRLRTHMVRHEGKVSCNICGKLLSAAY.... Result: 1 (interaction). (4) The miRNA is hsa-miR-770-5p with sequence UCCAGUACCACGUGUCAGGGCCA. Result: 0 (no interaction). The protein sequence of the target gene is MVLSGALCFRMKDSALKVLYLHNNQLLAGGLHAGKVIKGEEISVVPNRWLDASLSPVILGVQGGSQCLSCGVGQEPTLTLEPVNIMELYLGAKESKSFTFYRRDMGLTSSFESAAYPGWFLCTVPEADQPVRLTQLPENGGWNAPITDFYFQQCD. (5) The miRNA is hsa-miR-1200 with sequence CUCCUGAGCCAUUCUGAGCCUC. The protein sequence of the target gene is MGEEQSTVSGGGGPQESQTLASGTAGHPEPPRPQGDSARAPPLRAASAEPSGGGCGSDWGCADTSAPEPARSLGPPGWSKSRAPAQPAGLALTGPLNPQTLPLQLELEEEEEEAGDRKEGGDEQQEAPPGEELEPRTRVGAADGLVLDVLGQRRPSLAKRQVFCSVYCVESDLPEAPASEQLSPPASPPGAPPVLNPPSTRSSFPSPRLSLPTDSLSPDGGSIELEFYLAPEPFSMPSLLGAPPYSGLGGVGDPYVPLMVLMCRVCLEDKPIKPLPCCKKAVCEECLKVYLSAQVQLGQV.... Result: 0 (no interaction). (6) The miRNA is hsa-miR-5571-3p with sequence GUCCUAGGAGGCUCCUCUG. The protein sequence of the target gene is MDHSHHMGMSYMDSNSTMQPSHHHPTTSASHSHGGGDSSMMMMPMTFYFGFKNVELLFSGLVINTAGEMAGAFVAVFLLAMFYEGLKIARESLLRKSQVSIRYNSMPVPGPNGTILMETHKTVGQQMLSFPHLLQTVLHIIQVVISYFLMLIFMTYNGYLCIAVAAGAGTGYFLFSWKKAVVVDITEHCH. Result: 1 (interaction). (7) The miRNA is hsa-miR-6766-5p with sequence CGGGUGGGAGCAGAUCUUAUUGAG. The protein sequence of the target gene is MGSRWSSEEERQPLLGPGLGPGLGASWRSREAAAAALPAAVPGPGRVYGRRWLVLLLFSLLAFVQGLVWNTWGPIQNSARQAYGFSSWDIALLVLWGPIGFLPCFAFMWLLDKRGLRITVLLTSFLMVLGTGLRCIPISDLILKRRLIHGGQMLNGLAGPTVMNAAPFLSTTWFSADERATATAIASMLSYLGGACAFLVGPLVVPAPNGTSPLLAAESSRAHIKDRIEAVLYAEFGVVCLIFSATLAYFPPRPPLPPSVAAASQRLSYRRSVCRLLSNFRFLMIALAYAIPLGVFAGWS.... Result: 0 (no interaction). (8) The miRNA is hsa-miR-1270 with sequence CUGGAGAUAUGGAAGAGCUGUGU. The protein sequence of the target gene is MSEKFDCHYCRDPLQGKKYVQKDGRHCCLKCFDKFCANTCVDCRKPISADAKEVHYKNRYWHDNCFRCAKCLHPLASETFVSKDGKILCNKCATREDSPRCKGCFKAIVAGDQNVEYKGTVWHKDCFTCSNCKQVIGTGSFFPKGEDFYCVTCHETKFAKHCVKCNKAITSGGITYQDQPWHAECFVCVTCSKKLAGQRFTAVEDQYYCVDCYKNFVAKKCAGCKNPITGFGKGSSVVAYEGQSWHDYCFHCKKCSVNLANKRFVFHNEQVYCPDCAKKL. Result: 0 (no interaction). (9) The miRNA is hsa-miR-30a-3p with sequence CUUUCAGUCGGAUGUUUGCAGC. The protein sequence of the target gene is MVVSAGPLSSEKAEMNILEINEKLRPQLAEKKQQFRNLKEKCFLTQLAGFLANRQKKYKYEECKDLIKFMLRNERQFKEEKLAEQLKQAEELRQYKVLVHAQERELTQLREKLREGRDASRSLNEHLQALLTPDEPDKSQGQDLQEQLAEGCRLTQHLVQKLSPENDNDDDEDVQVEVAEKVQKSSAPREMQKAEEKEVPEDSLEECAITCSNSHGPYDSNQPHKKTKITFEEDKVDSTLIGSSSHVEWEDAVHIIPENESDDEEEEEKGPVSPRNLQESEEEEVPQESWDEGYSTLSIP.... Result: 1 (interaction). (10) The miRNA is hsa-miR-6837-3p with sequence CCUUCACUGUGACUCUGCUGCAG. The protein sequence of the target gene is MELERIVSAALLAFVQTHLPEADLSGLDEVIFSYVLGVLEDLGPSGPSEENFDMEAFTEMMEAYVPGFAHIPRGTIGDMMQKLSGQLSDARNKENLQPQSSGVQGQVPISPEPLQRPEMLKEETRSSAAAAADTQDEATGAEEELLPGVDVLLEVFPTCSVEQAQWVLAKARGDLEEAVQMLVEGKEEGPAAWEGPNQDLPRRLRGPQKDELKSFILQKYMMVDSAEDQKIHRPMAPKEAPKKLIRYIDNQVVSTKGERFKDVRNPEAEEMKATYINLKPARKYRFH. Result: 0 (no interaction).